This data is from Full USPTO retrosynthesis dataset with 1.9M reactions from patents (1976-2016). The task is: Predict the reactants needed to synthesize the given product. (1) Given the product [O:35]1[CH2:36][CH2:37][N:38]([CH2:41][CH2:42][O:43][C:44]2[CH:45]=[CH:46][C:47]([C:50]3[CH:51]=[CH:52][C:53]([CH2:56][C:57]([NH:90][CH2:83][C:84]4[CH:89]=[CH:88][CH:87]=[CH:86][CH:85]=4)=[O:58])=[N:54][CH:55]=3)=[CH:48][CH:49]=2)[CH2:39][CH2:40]1, predict the reactants needed to synthesize it. The reactants are: B(O)(O)C1C=CC(F)=NC=1.O1CCN(CCOC2C=CC(C3C=CC(CC#N)=NC=3)=CC=2)CC1.[O:35]1[CH2:40][CH2:39][N:38]([CH2:41][CH2:42][O:43][C:44]2[CH:49]=[CH:48][C:47]([C:50]3[CH:51]=[CH:52][C:53]([CH2:56][C:57](OC)=[O:58])=[N:54][CH:55]=3)=[CH:46][CH:45]=2)[CH2:37][CH2:36]1.FC1N=CC(C2C=CC(OCCN3CCOCC3)=CC=2)=CC=1.[CH2:83]([NH2:90])[C:84]1[CH:89]=[CH:88][CH:87]=[CH:86][CH:85]=1. (2) Given the product [CH2:43]([O:42][C:40](=[O:41])[NH:39][C:36]1[C:35](=[O:50])[N:34]2[C:30]([CH2:23][C:24]3[CH:29]=[CH:28][CH:27]=[CH:26][CH:25]=3)([C:51](=[O:53])[NH:70][CH2:69][C:66]3[CH:67]=[CH:68][C:63]([C:61]([NH:60][C:59]([O:58][C:54]([CH3:57])([CH3:56])[CH3:55])=[O:71])=[NH:62])=[CH:64][CH:65]=3)[CH2:31][CH2:32][C:33]2=[N:38][CH:37]=1)[C:44]1[CH:49]=[CH:48][CH:47]=[CH:46][CH:45]=1, predict the reactants needed to synthesize it. The reactants are: C(OC(=O)NC1C(=O)N2C(C)CCC2=NC=1)C1C=CC=CC=1.[CH2:23]([C:30]1([C:51]([OH:53])=O)[N:34]2[C:35](=[O:50])[C:36]([NH:39][C:40]([O:42][CH2:43][C:44]3[CH:49]=[CH:48][CH:47]=[CH:46][CH:45]=3)=[O:41])=[CH:37][N:38]=[C:33]2[CH2:32][CH2:31]1)[C:24]1[CH:29]=[CH:28][CH:27]=[CH:26][CH:25]=1.[C:54]([O:58][C:59](=[O:71])[NH:60][C:61]([C:63]1[CH:68]=[CH:67][C:66]([CH2:69][NH2:70])=[CH:65][CH:64]=1)=[NH:62])([CH3:57])([CH3:56])[CH3:55]. (3) Given the product [N:7]([CH2:35][CH2:33][OH:32])([CH2:6][CH2:5][OH:36])[CH2:2][CH2:1][OH:3], predict the reactants needed to synthesize it. The reactants are: [CH2:1]([OH:3])[CH3:2].C#[C:5][CH2:6][NH:7][C@H]1C2C=CC=CC=2CC1.C([O:32][CH:33]([CH3:35])C)(=O)CCCCCCCCCCCCC.[OH:36]CC(CO)O. (4) Given the product [CH2:1]([O:4][C:5](=[O:25])[NH:6][C:7]1[CH:12]=[CH:11][CH:10]=[C:9]([C:13]2[N:37]=[C:36]([CH:35]([CH3:39])[CH3:34])[S:38][C:14]=2[C:15]2[CH:20]=[CH:19][N:18]=[C:17]([Cl:21])[N:16]=2)[C:8]=1[O:23][CH3:24])[CH:2]=[CH2:3], predict the reactants needed to synthesize it. The reactants are: [CH2:1]([O:4][C:5](=[O:25])[NH:6][C:7]1[CH:12]=[CH:11][CH:10]=[C:9]([C:13](=O)[CH2:14][C:15]2[CH:20]=[CH:19][N:18]=[C:17]([Cl:21])[N:16]=2)[C:8]=1[O:23][CH3:24])[CH:2]=[CH2:3].C1C(=O)N(Br)C(=O)C1.[CH3:34][CH:35]([CH3:39])[C:36](=[S:38])[NH2:37]. (5) Given the product [CH2:1]([S:3][CH2:4][C:5]1[CH:10]=[CH:9][CH:8]=[C:7]2[C:6]=1[NH:11][CH:15]=[CH:14]2)[CH3:2], predict the reactants needed to synthesize it. The reactants are: [CH2:1]([S:3][CH2:4][C:5]1[CH:10]=[CH:9][CH:8]=[CH:7][C:6]=1[N+:11]([O-])=O)[CH3:2].[CH:14]([Mg]Br)=[CH2:15].[Cl-].[NH4+].